From a dataset of Full USPTO retrosynthesis dataset with 1.9M reactions from patents (1976-2016). Predict the reactants needed to synthesize the given product. (1) Given the product [CH3:26][CH:24]([CH3:25])[CH2:23][C:15](=[O:14])[C:16]#[C:17][C:18]([O:20][CH2:21][CH3:22])=[O:19], predict the reactants needed to synthesize it. The reactants are: CC(C)=O.OS(O)(=O)=O.O=[Cr](=O)=O.[OH:14][CH:15]([CH2:23][CH:24]([CH3:26])[CH3:25])[C:16]#[C:17][C:18]([O:20][CH2:21][CH3:22])=[O:19]. (2) Given the product [Cl:1][C:2]1[CH:12]=[C:11]([NH:13][C:14]2[CH:19]=[CH:18][C:17]([C:20]([N:22]3[CH2:27][CH2:26][O:25][CH2:24][CH2:23]3)=[O:21])=[CH:16][CH:15]=2)[C:5]([C:6]([OH:8])=[O:7])=[CH:4][N:3]=1, predict the reactants needed to synthesize it. The reactants are: [Cl:1][C:2]1[CH:12]=[C:11]([NH:13][C:14]2[CH:19]=[CH:18][C:17]([C:20]([N:22]3[CH2:27][CH2:26][O:25][CH2:24][CH2:23]3)=[O:21])=[CH:16][CH:15]=2)[C:5]([C:6]([O:8]CC)=[O:7])=[CH:4][N:3]=1.[OH-].[Na+]. (3) Given the product [CH3:28][C:26]1[CH:27]=[C:23]([N:6]2[CH2:7][C@H:8]([S:10]([C:13]3[CH:18]=[CH:17][CH:16]=[CH:15][C:14]=3[C:19]([F:20])([F:22])[F:21])(=[O:12])=[O:11])[CH2:9][C@H:5]2[C:3]([OH:4])=[O:2])[N:24]([C:29]2[CH:30]=[C:31]([CH3:35])[CH:32]=[CH:33][CH:34]=2)[N:25]=1, predict the reactants needed to synthesize it. The reactants are: C[O:2][C:3]([C@@H:5]1[CH2:9][C@@H:8]([S:10]([C:13]2[CH:18]=[CH:17][CH:16]=[CH:15][C:14]=2[C:19]([F:22])([F:21])[F:20])(=[O:12])=[O:11])[CH2:7][N:6]1[C:23]1[N:24]([C:29]2[CH:30]=[C:31]([CH3:35])[CH:32]=[CH:33][CH:34]=2)[N:25]=[C:26]([CH3:28])[CH:27]=1)=[O:4].[OH-].[Li+]. (4) Given the product [NH2:38][C:34]1[CH:33]=[C:32]([C:19]2[N:20]=[C:21]([C:23]3[CH:24]=[C:25]([CH:26]=[CH:27][CH:28]=3)[NH2:29])[CH:22]=[C:17]([C:8]3[CH:9]=[CH:10][C:11]([O:12][CH2:13][CH2:14][O:15][CH3:16])=[C:6]([O:5][CH2:4][CH2:3][O:2][CH3:1])[CH:7]=3)[CH:18]=2)[CH:37]=[CH:36][CH:35]=1, predict the reactants needed to synthesize it. The reactants are: [CH3:1][O:2][CH2:3][CH2:4][O:5][C:6]1[CH:7]=[C:8]([C:17]2[CH:22]=[C:21]([C:23]3[CH:28]=[CH:27][CH:26]=[C:25]([N+:29]([O-])=O)[CH:24]=3)[N:20]=[C:19]([C:32]3[CH:37]=[CH:36][CH:35]=[C:34]([N+:38]([O-])=O)[CH:33]=3)[CH:18]=2)[CH:9]=[CH:10][C:11]=1[O:12][CH2:13][CH2:14][O:15][CH3:16].O.NN. (5) Given the product [CH3:43][C:44]1([CH3:52])[O:48][CH:47]([CH2:49][O:50][NH:51][C:5](=[O:7])[C:4]2[CH:8]=[CH:9][C:10]([F:11])=[C:2]([F:1])[C:3]=2[NH:12][C:13]2[CH:18]=[CH:17][C:16]([I:19])=[CH:15][C:14]=2[F:20])[CH2:46][O:45]1, predict the reactants needed to synthesize it. The reactants are: [F:1][C:2]1[C:3]([NH:12][C:13]2[CH:18]=[CH:17][C:16]([I:19])=[CH:15][C:14]=2[F:20])=[C:4]([CH:8]=[CH:9][C:10]=1[F:11])[C:5]([OH:7])=O.C1(P(Cl)(C2C=CC=CC=2)=O)C=CC=CC=1.CN1CCOCC1.[CH3:43][C:44]1([CH3:52])[O:48][CH:47]([CH2:49][O:50][NH2:51])[CH2:46][O:45]1. (6) Given the product [CH3:10][C:8]1[CH:7]=[CH:6][C:3]([C:4]#[N:5])=[C:2]([N:11]2[CH2:16][CH2:15][CH2:14][CH2:13][CH2:12]2)[CH:9]=1, predict the reactants needed to synthesize it. The reactants are: F[C:2]1[CH:9]=[C:8]([CH3:10])[CH:7]=[CH:6][C:3]=1[C:4]#[N:5].[NH:11]1[CH2:16][CH2:15][CH2:14][CH2:13][CH2:12]1. (7) Given the product [NH2:2][C:3]1[N:8]=[C:7]([N:9]2[CH2:18][CH2:17][C:16]3[C:11](=[CH:12][C:13]([N:19]4[CH2:24][CH2:23][N:22]([C:34]5[CH:44]=[CH:43][C:37]([C:38]([O:40][CH2:41][CH3:42])=[O:39])=[CH:36][N:35]=5)[CH2:21][C:20]4=[O:25])=[CH:14][CH:15]=3)[CH2:10]2)[CH:6]=[C:5]([N:26]2[CH2:27][CH2:28][N:29]([CH3:32])[CH2:30][CH2:31]2)[N:4]=1, predict the reactants needed to synthesize it. The reactants are: Cl.[NH2:2][C:3]1[N:8]=[C:7]([N:9]2[CH2:18][CH2:17][C:16]3[C:11](=[CH:12][C:13]([N:19]4[CH2:24][CH2:23][NH:22][CH2:21][C:20]4=[O:25])=[CH:14][CH:15]=3)[CH2:10]2)[CH:6]=[C:5]([N:26]2[CH2:31][CH2:30][N:29]([CH3:32])[CH2:28][CH2:27]2)[N:4]=1.Cl[C:34]1[CH:44]=[CH:43][C:37]([C:38]([O:40][CH2:41][CH3:42])=[O:39])=[CH:36][N:35]=1.